Dataset: Reaction yield outcomes from USPTO patents with 853,638 reactions. Task: Predict the reaction yield, written as a fraction of the theoretical maximum amount of product (1.0 means a 100% yield; for example, 0.34 means a 34% yield). (1) The reactants are [CH:1]1([C:4]([N:6]2[CH2:11][CH2:10][N:9]([C:12]([C:14]3[CH:15]=[C:16]([C:20]4[O:21][C:22]5[C:28]([C:29]([O:31]C)=O)=[CH:27][CH:26]=[CH:25][C:23]=5[N:24]=4)[CH:17]=[CH:18][CH:19]=3)=[O:13])[CH2:8][CH2:7]2)=[O:5])[CH2:3][CH2:2]1.[NH4+:33]. The catalyst is CO. The product is [CH:1]1([C:4]([N:6]2[CH2:11][CH2:10][N:9]([C:12]([C:14]3[CH:15]=[C:16]([C:20]4[O:21][C:22]5[C:28]([C:29]([NH2:33])=[O:31])=[CH:27][CH:26]=[CH:25][C:23]=5[N:24]=4)[CH:17]=[CH:18][CH:19]=3)=[O:13])[CH2:8][CH2:7]2)=[O:5])[CH2:3][CH2:2]1. The yield is 0.220. (2) The catalyst is CN(C=O)C.[Cu-]=O. The reactants are Br[C:2]1[C:3]([NH2:9])=[N:4][CH:5]=[C:6]([Cl:8])[CH:7]=1.[C:10]1([OH:16])[CH:15]=[CH:14][CH:13]=[CH:12][CH:11]=1.OC1C=CC=CC=1/C=N/O.C([O-])([O-])=O.[Cs+].[Cs+]. The yield is 0.150. The product is [Cl:8][C:6]1[CH:7]=[C:2]([O:16][C:10]2[CH:15]=[CH:14][CH:13]=[CH:12][CH:11]=2)[C:3]([NH2:9])=[N:4][CH:5]=1. (3) The reactants are [Cl:1][C:2]1[N:3]=[CH:4][C:5]2[NH:11][C:10](=[O:12])[C:9]([CH3:14])([CH3:13])[CH2:8][N:7]([CH:15]3[CH2:20][CH2:19][CH2:18][CH2:17][CH2:16]3)[C:6]=2[N:21]=1.[H-].[Na+].[CH3:24]I. The catalyst is CC(N(C)C)=O. The product is [Cl:1][C:2]1[N:3]=[CH:4][C:5]2[N:11]([CH3:24])[C:10](=[O:12])[C:9]([CH3:13])([CH3:14])[CH2:8][N:7]([CH:15]3[CH2:16][CH2:17][CH2:18][CH2:19][CH2:20]3)[C:6]=2[N:21]=1. The yield is 0.970. (4) The reactants are [NH2:1][C:2]1[CH:3]=[C:4]([OH:8])[CH:5]=[CH:6][CH:7]=1.[CH3:9][S:10](Cl)(=[O:12])=[O:11]. The catalyst is N1C=CC=CC=1. The product is [OH:8][C:4]1[CH:3]=[C:2]([NH:1][S:10]([CH3:9])(=[O:12])=[O:11])[CH:7]=[CH:6][CH:5]=1. The yield is 0.800. (5) The reactants are [Br:1][C:2]1[CH:6]=[CH:5][N:4]([NH:7][C:8](=[O:19])[C@@H:9]([NH:11][C:12]([O:14][C:15]([CH3:18])([CH3:17])[CH3:16])=[O:13])[CH3:10])[C:3]=1[C:20]([O:22]C)=O.[Cl:24][C:25]1[CH:30]=[CH:29][CH:28]=[CH:27][C:26]=1[CH2:31][NH2:32]. No catalyst specified. The product is [Br:1][C:2]1[CH:6]=[CH:5][N:4]([NH:7][C:8](=[O:19])[C@@H:9]([NH:11][C:12](=[O:13])[O:14][C:15]([CH3:16])([CH3:17])[CH3:18])[CH3:10])[C:3]=1[C:20](=[O:22])[NH:32][CH2:31][C:26]1[CH:27]=[CH:28][CH:29]=[CH:30][C:25]=1[Cl:24]. The yield is 0.650. (6) The product is [CH:1]1([CH:7]([NH:10][C:21]([C:18]2[CH:19]=[C:20]3[C:15](=[CH:16][CH:17]=2)[NH:14][N:13]=[C:12]3[I:11])=[O:22])[CH2:8][CH3:9])[CH2:6][CH2:5][CH2:4][CH2:3][CH2:2]1. The reactants are [CH:1]1([CH:7]([NH2:10])[CH2:8][CH3:9])[CH2:6][CH2:5][CH2:4][CH2:3][CH2:2]1.[I:11][C:12]1[C:20]2[C:15](=[CH:16][CH:17]=[C:18]([C:21](O)=[O:22])[CH:19]=2)[NH:14][N:13]=1.CCN(C(C)C)C(C)C.CN(C(ON1N=NC2C=CC=CC1=2)=[N+](C)C)C.[B-](F)(F)(F)F. The yield is 0.380. The catalyst is CN(C=O)C.CCOC(C)=O.O. (7) The reactants are [CH2:1]([OH:7])[CH:2]([OH:6])[CH2:3][CH2:4][OH:5].[CH:8](=O)[C:9]1[CH:14]=[CH:13][CH:12]=[CH:11][CH:10]=1. The catalyst is C1(C)C=CC=CC=1.O.C1(C)C=CC(S(O)(=O)=O)=CC=1. The product is [OH:7][CH2:1][CH:2]1[CH2:3][CH2:4][O:5][CH:8]([C:9]2[CH:14]=[CH:13][CH:12]=[CH:11][CH:10]=2)[O:6]1. The yield is 0.525.